This data is from Full USPTO retrosynthesis dataset with 1.9M reactions from patents (1976-2016). The task is: Predict the reactants needed to synthesize the given product. Given the product [Cl:35][C:32]1[CH:33]=[CH:34][C:29]([C@@:2]2([CH3:28])[C@:3]([C:5]3[CH:6]=[CH:7][C:8]([Cl:11])=[CH:9][CH:10]=3)([CH3:4])[NH:12][C:13]([C:14]3[C:19]([O:20][CH2:21][CH3:22])=[CH:18][C:17]([C:23]([CH3:25])([CH3:24])[CH3:26])=[N:16][CH:15]=3)=[N:1]2)=[CH:30][CH:31]=1, predict the reactants needed to synthesize it. The reactants are: [NH2:1][C@@:2]([C:29]1[CH:34]=[CH:33][C:32]([Cl:35])=[CH:31][CH:30]=1)([CH3:28])[C@@:3]([NH:12][C:13](=O)[C:14]1[C:19]([O:20][CH2:21][CH3:22])=[CH:18][C:17]([C:23]([CH3:26])([CH3:25])[CH3:24])=[N:16][CH:15]=1)([C:5]1[CH:10]=[CH:9][C:8]([Cl:11])=[CH:7][CH:6]=1)[CH3:4].P(Cl)(Cl)(Cl)=O.S([O-])([O-])(=O)=O.[Na+].[Na+].